Task: Predict which catalyst facilitates the given reaction.. Dataset: Catalyst prediction with 721,799 reactions and 888 catalyst types from USPTO (1) Reactant: [C:1]([O:5][C:6]([N:8]1[CH2:13][CH2:12][CH2:11][CH:10]([CH2:14][N:15]=[N+]=[N-])[CH2:9]1)=[O:7])([CH3:4])([CH3:3])[CH3:2]. Product: [C:1]([O:5][C:6]([N:8]1[CH2:13][CH2:12][CH2:11][CH:10]([CH2:14][NH2:15])[CH2:9]1)=[O:7])([CH3:4])([CH3:3])[CH3:2]. The catalyst class is: 63. (2) Product: [CH2:1]([O:5][C:6]([C:8]1[N:9]=[C:10]([Br:28])[C:11]2[C:16]([C:17]=1[OH:18])=[CH:15][C:14]([O:19][C:20]1[CH:21]=[CH:22][C:23]([O:26][CH3:27])=[CH:24][CH:25]=1)=[CH:13][CH:12]=2)=[O:7])[CH2:2][CH2:3][CH3:4]. Reactant: [CH2:1]([O:5][C:6]([C:8]1[N:9]=[CH:10][C:11]2[C:16]([C:17]=1[OH:18])=[CH:15][C:14]([O:19][C:20]1[CH:25]=[CH:24][C:23]([O:26][CH3:27])=[CH:22][CH:21]=1)=[CH:13][CH:12]=2)=[O:7])[CH2:2][CH2:3][CH3:4].[Br:28]N1C(=O)CCC1=O. The catalyst class is: 23. (3) Reactant: [NH:1]1[C:9]2[C:4](=[CH:5][C:6]([C:10]3[S:11][C:12]4[C:17]([N:18]=3)=[CH:16][CH:15]=[C:14]([C:19]3([C:22]5[CH:27]=[CH:26][CH:25]=[CH:24][CH:23]=5)[CH2:21][CH2:20]3)[N:13]=4)=[CH:7][CH:8]=2)[CH:3]=[CH:2]1.[CH2:28]([O:30][C:31](=[O:34])[CH:32]=[CH2:33])[CH3:29].C(=O)([O-])[O-].[Cs+].[Cs+]. Product: [C:22]1([C:19]2([C:14]3[N:13]=[C:12]4[S:11][C:10]([C:6]5[CH:5]=[C:4]6[C:9](=[CH:8][CH:7]=5)[N:1]([CH2:33][CH2:32][C:31]([O:30][CH2:28][CH3:29])=[O:34])[CH:2]=[CH:3]6)=[N:18][C:17]4=[CH:16][CH:15]=3)[CH2:20][CH2:21]2)[CH:23]=[CH:24][CH:25]=[CH:26][CH:27]=1. The catalyst class is: 10. (4) Reactant: [CH3:1][N:2]([C:12]1[N:17]=[C:16]([C:18]2[CH:23]=[CH:22][CH:21]=[CH:20][CH:19]=2)[CH:15]=[CH:14][N:13]=1)[C:3]1[CH:8]=[CH:7][N:6]=[C:5](S(C)=O)[N:4]=1.[CH2:24]([NH2:32])[CH2:25][C:26]1[CH:31]=[CH:30][CH:29]=[CH:28][CH:27]=1. Product: [CH3:1][N:2]([C:12]1[N:17]=[C:16]([C:18]2[CH:23]=[CH:22][CH:21]=[CH:20][CH:19]=2)[CH:15]=[CH:14][N:13]=1)[C:3]1[CH:8]=[CH:7][N:6]=[C:5]([NH:32][CH2:24][CH2:25][C:26]2[CH:31]=[CH:30][CH:29]=[CH:28][CH:27]=2)[N:4]=1. The catalyst class is: 16. (5) Reactant: [Cl:1][C:2]1[N:7]=[CH:6][C:5]([C:8](O)([CH3:10])[CH3:9])=[CH:4][CH:3]=1.S(=O)(=O)(O)O.[NH4+].[OH-:18].[CH3:19][C:20]#[N:21]. Product: [Cl:1][C:2]1[N:7]=[CH:6][C:5]([C:8]([NH:21][C:20](=[O:18])[CH3:19])([CH3:10])[CH3:9])=[CH:4][CH:3]=1. The catalyst class is: 6. (6) Reactant: C([O:3][C:4]([C:6]1[CH:15]=[C:14]([O:16][CH2:17][C:18]([N:20]2[CH2:24][C@@H:23]([OH:25])[CH2:22][C@H:21]2[C:26](=[O:32])[NH:27][CH:28]2[CH2:31][CH2:30][CH2:29]2)=[O:19])[C:13]2[C:8](=[CH:9][C:10]([CH3:33])=[CH:11][CH:12]=2)[N:7]=1)=[O:5])C.[OH-].[Na+].Cl. Product: [CH:28]1([NH:27][C:26]([C@@H:21]2[CH2:22][C@H:23]([OH:25])[CH2:24][N:20]2[C:18](=[O:19])[CH2:17][O:16][C:14]2[C:13]3[C:8](=[CH:9][C:10]([CH3:33])=[CH:11][CH:12]=3)[N:7]=[C:6]([C:4]([OH:5])=[O:3])[CH:15]=2)=[O:32])[CH2:29][CH2:30][CH2:31]1. The catalyst class is: 1. (7) Reactant: [C:1]1(=[O:7])[O:6][C:4](=[O:5])[CH2:3][CH2:2]1.[NH2:8][C:9]1[CH:10]=[C:11]2[C:27](=[O:28])[NH:26][N:25]=[CH:24][C:13]3=[C:14]([C:18]4[CH:23]=[CH:22][CH:21]=[CH:20][CH:19]=4)[NH:15][C:16]([CH:17]=1)=[C:12]23. Product: [O:28]=[C:27]1[C:11]2[C:12]3[C:13](=[C:14]([C:18]4[CH:23]=[CH:22][CH:21]=[CH:20][CH:19]=4)[NH:15][C:16]=3[CH:17]=[C:9]([NH:8][C:4](=[O:5])[CH2:3][CH2:2][C:1]([OH:6])=[O:7])[CH:10]=2)[CH:24]=[N:25][NH:26]1. The catalyst class is: 405. (8) Reactant: C(OC(=O)[NH:10][C:11]1([CH3:25])[CH2:16][CH2:15][N:14]([C:17]2[CH:22]=[CH:21][C:20]([C:23]#[N:24])=[CH:19][N:18]=2)[CH2:13][CH2:12]1)C1C=CC=CC=1.C[Si](I)(C)C. Product: [NH2:10][C:11]1([CH3:25])[CH2:16][CH2:15][N:14]([C:17]2[CH:22]=[CH:21][C:20]([C:23]#[N:24])=[CH:19][N:18]=2)[CH2:13][CH2:12]1. The catalyst class is: 10.